This data is from Forward reaction prediction with 1.9M reactions from USPTO patents (1976-2016). The task is: Predict the product of the given reaction. (1) Given the reactants [C:1]([O:9][C:10]1[C:20](=[O:21])[N:14]2[CH2:15][CH2:16][CH2:17][CH2:18][CH2:19][C:13]2=[N:12][C:11]=1[C:22]([O:24][CH3:25])=[O:23])(=[O:8])[C:2]1[CH:7]=[CH:6][CH:5]=[CH:4][CH:3]=1.[Br:26]N1C(=O)CCC1=O, predict the reaction product. The product is: [C:1]([O:9][C:10]1[C:20](=[O:21])[N:14]2[CH2:15][CH2:16][CH2:17][CH2:18][CH:19]([Br:26])[C:13]2=[N:12][C:11]=1[C:22]([O:24][CH3:25])=[O:23])(=[O:8])[C:2]1[CH:3]=[CH:4][CH:5]=[CH:6][CH:7]=1. (2) The product is: [I:1][C:2]1[CH:3]=[CH:4][C:5]([NH:12][C:19](=[O:25])[CH2:20][C:21]([O:23][CH3:24])=[O:22])=[C:6]([CH:11]=1)[C:7]([O:9][CH3:10])=[O:8]. Given the reactants [I:1][C:2]1[CH:11]=[C:6]([C:7]([O:9][CH3:10])=[O:8])[C:5]([NH2:12])=[CH:4][CH:3]=1.C(=O)(O)[O-].[Na+].Cl[C:19](=[O:25])[CH2:20][C:21]([O:23][CH3:24])=[O:22], predict the reaction product. (3) Given the reactants [C:1]([O:5][C:6]([N:8]1[CH2:13][CH2:12][N:11]([C:14]#[N:15])[CH2:10][CH2:9]1)=[O:7])([CH3:4])([CH3:3])[CH3:2].[N-]=[N+]=[N-].[Na+].Cl.[CH2:21]([N:23](CC)CC)[CH3:22].C(N(CC)C(C)C)(C)C.C(OC(=O)C)(=[O:39])C, predict the reaction product. The product is: [C:1]([O:5][C:6]([N:8]1[CH2:9][CH2:10][N:11]([C:14]2[O:39][C:21]([CH3:22])=[N:23][N:15]=2)[CH2:12][CH2:13]1)=[O:7])([CH3:4])([CH3:2])[CH3:3].